Dataset: Catalyst prediction with 721,799 reactions and 888 catalyst types from USPTO. Task: Predict which catalyst facilitates the given reaction. (1) The catalyst class is: 1. Product: [CH:12]1([NH:11][C@H:8]2[CH2:9][CH2:10][C@H:5]([CH2:4][O:3][CH3:2])[CH2:6][CH2:7]2)[CH2:17][CH2:16][CH2:15][CH2:14][CH2:13]1. Reactant: Cl.[CH3:2][O:3][CH2:4][C@H:5]1[CH2:10][CH2:9][C@H:8]([NH2:11])[CH2:7][CH2:6]1.[C:12]1(=O)[CH2:17][CH2:16][CH2:15][CH2:14][CH2:13]1.CO.C([BH3-])#N.[Na+]. (2) Reactant: [Cl-].[CH2:2]([NH+:9]1[CH2:14][CH2:13][CH:12]([C:15]([O:17][CH2:18][CH3:19])=[O:16])[C:11](=[O:20])[CH2:10]1)C1C=CC=CC=1.[CH2:21]([OH:23])C.C(=O)([O-])[O-:25].[K+].[K+].ClC(OC)=O. Product: [O:20]=[C:11]1[CH:12]([C:15]([O:17][CH2:18][CH3:19])=[O:16])[CH2:13][CH2:14][N:9]([C:2]([O:23][CH3:21])=[O:25])[CH2:10]1. The catalyst class is: 386. (3) Reactant: [CH3:1][N:2]1[C:10](=[O:11])[C:9]2[N:8]([CH2:12][O:13][CH2:14][CH2:15][Si:16]([CH3:19])([CH3:18])[CH3:17])[C:7]([S:20][CH2:21][C:22]([NH:24][CH:25]([CH2:28][CH3:29])[CH2:26][OH:27])=[O:23])=[N:6][C:5]=2[N:4]([CH3:30])[C:3]1=[O:31].CC(OI1(OC(C)=O)(OC(C)=O)OC(=O)C2C=CC=CC1=2)=O. Product: [CH3:1][N:2]1[C:10](=[O:11])[C:9]2[N:8]([CH2:12][O:13][CH2:14][CH2:15][Si:16]([CH3:19])([CH3:18])[CH3:17])[C:7]([S:20][CH2:21][C:22]([NH:24][CH:25]([CH2:28][CH3:29])[CH:26]=[O:27])=[O:23])=[N:6][C:5]=2[N:4]([CH3:30])[C:3]1=[O:31]. The catalyst class is: 34. (4) Reactant: [Br:1][C:2]1[C:10]2[C:5](=[CH:6][CH:7]=[C:8]([Cl:11])[CH:9]=2)[NH:4][N:3]=1.[C:12](=O)([O-])[O-].[Cs+].[Cs+].IC. Product: [Br:1][C:2]1[C:10]2[C:5](=[CH:6][CH:7]=[C:8]([Cl:11])[CH:9]=2)[N:4]([CH3:12])[N:3]=1. The catalyst class is: 18. (5) Reactant: C([O:5][C:6](=[O:37])[CH2:7][C:8]([O:10][C@H:11]([C:22]1[CH:27]=[CH:26][C:25]([O:28][CH:29]([F:31])[F:30])=[C:24]([O:32][CH2:33][CH:34]2[CH2:36][CH2:35]2)[CH:23]=1)[CH2:12][C:13]1[C:18]([Cl:19])=[CH:17][N+:16]([O-:20])=[CH:15][C:14]=1[Cl:21])=[O:9])(C)(C)C.C(O)(C(F)(F)F)=O. Product: [C:6]([CH2:7][C:8]([O:10][C@H:11]([C:22]1[CH:27]=[CH:26][C:25]([O:28][CH:29]([F:31])[F:30])=[C:24]([O:32][CH2:33][CH:34]2[CH2:35][CH2:36]2)[CH:23]=1)[CH2:12][C:13]1[C:18]([Cl:19])=[CH:17][N+:16]([O-:20])=[CH:15][C:14]=1[Cl:21])=[O:9])([OH:37])=[O:5]. The catalyst class is: 2.